From a dataset of Forward reaction prediction with 1.9M reactions from USPTO patents (1976-2016). Predict the product of the given reaction. (1) Given the reactants [NH2:1][CH2:2][CH2:3][CH2:4][N:5]1[CH2:9][CH2:8][CH2:7][C:6]1=[O:10].C([N:19]=[C:20]=[S:21])(=O)C1C=CC=CC=1, predict the reaction product. The product is: [O:10]=[C:6]1[CH2:7][CH2:8][CH2:9][N:5]1[CH2:4][CH2:3][CH2:2][NH:1][C:20]([NH2:19])=[S:21]. (2) The product is: [CH2:1]([N:8]1[CH2:12][C@@H:11]([C:13]2[CH:18]=[CH:17][C:16]([Cl:19])=[C:15]([F:20])[CH:14]=2)[C@H:10]([C:21]([OH:23])=[O:22])[CH2:9]1)[C:2]1[CH:7]=[CH:6][CH:5]=[CH:4][CH:3]=1. Given the reactants [CH2:1]([N:8]1[CH2:12][C@@H:11]([C:13]2[CH:18]=[CH:17][C:16]([Cl:19])=[C:15]([F:20])[CH:14]=2)[C@@H:10]([C:21]([OH:23])=[O:22])[CH2:9]1)[C:2]1[CH:7]=[CH:6][CH:5]=[CH:4][CH:3]=1.S(=O)(=O)(O)O, predict the reaction product.